Dataset: Forward reaction prediction with 1.9M reactions from USPTO patents (1976-2016). Task: Predict the product of the given reaction. (1) Given the reactants [NH2:1][C:2]1[C:7]([C:8]([NH:10][C:11]2[CH:16]=[CH:15][C:14]([O:17][CH3:18])=[CH:13][C:12]=2[OH:19])=O)=[CH:6][C:5]([C:20]2[CH:21]=[N:22][N:23]([CH:25]3[CH2:30][CH2:29][N:28]([CH3:31])[CH2:27][CH2:26]3)[CH:24]=2)=[CH:4][N:3]=1.C(O)(C(F)(F)F)=O.N, predict the reaction product. The product is: [CH3:18][O:17][C:14]1[CH:15]=[CH:16][C:11]2[N:10]=[C:8]([C:7]3[C:2]([NH2:1])=[N:3][CH:4]=[C:5]([C:20]4[CH:21]=[N:22][N:23]([CH:25]5[CH2:30][CH2:29][N:28]([CH3:31])[CH2:27][CH2:26]5)[CH:24]=4)[CH:6]=3)[O:19][C:12]=2[CH:13]=1. (2) Given the reactants [Cl:1][C:2]1[CH:7]=[CH:6][C:5]([C:8]2[N:12]([CH2:13][C:14]3[CH:19]=[CH:18][C:17](CCC(O)=O)=[CH:16][CH:15]=3)[C:11]3[CH:25]=[C:26](F)[C:27](F)=[CH:28][C:10]=3[N:9]=2)=[C:4](OCC2CCCC2)[CH:3]=1.[Br:38]C1C=C(Cl)C=CC=1C1NC2C=CC=CC=2N=1.BrCC1CCCCC1, predict the reaction product. The product is: [Br:38][C:4]1[CH:3]=[C:2]([Cl:1])[CH:7]=[CH:6][C:5]=1[C:8]1[N:12]([CH2:13][CH:14]2[CH2:19][CH2:18][CH2:17][CH2:16][CH2:15]2)[C:11]2[CH:25]=[CH:26][CH:27]=[CH:28][C:10]=2[N:9]=1. (3) Given the reactants [Br:1][C:2]1[O:6][C:5]([C@H:7]([O:17][C:18]2[CH:23]=[CH:22][C:21]([F:24])=[C:20]([C:25](=[O:27])[NH2:26])[C:19]=2[F:28])[CH2:8][O:9][C:10](=[O:16])[CH2:11][CH2:12][C:13]([OH:15])=[O:14])=[N:4][C:3]=1[C:29]1[CH:34]=[CH:33][C:32]([C:35]([F:38])([F:37])[F:36])=[CH:31][CH:30]=1.[NH2:39][C@H:40]([C:48]([OH:50])=[O:49])[CH2:41][CH2:42][CH2:43][NH:44][C:45](=[NH:47])[NH2:46], predict the reaction product. The product is: [NH2:39][C@H:40]([C:48]([OH:50])=[O:49])[CH2:41][CH2:42][CH2:43][NH:44][C:45](=[NH:46])[NH2:47].[Br:1][C:2]1[O:6][C:5]([C@H:7]([O:17][C:18]2[CH:23]=[CH:22][C:21]([F:24])=[C:20]([C:25](=[O:27])[NH2:26])[C:19]=2[F:28])[CH2:8][O:9][C:10](=[O:16])[CH2:11][CH2:12][C:13]([OH:15])=[O:14])=[N:4][C:3]=1[C:29]1[CH:30]=[CH:31][C:32]([C:35]([F:36])([F:37])[F:38])=[CH:33][CH:34]=1. (4) Given the reactants [C:1]([C:3]1[C:4]([O:39][CH3:40])=[C:5]([CH2:13][N:14]([CH3:38])[C:15](=[O:37])[CH:16]([N:24]([CH:31]2[CH2:35][CH2:34][N:33]([CH3:36])[CH2:32]2)C(=O)C(F)(F)F)[C:17]2[CH:22]=[CH:21][C:20]([F:23])=[CH:19][CH:18]=2)[C:6]2[C:11]([CH:12]=1)=[CH:10][CH:9]=[CH:8][CH:7]=2)#[N:2].C([O-])([O-])=O.[K+].[K+], predict the reaction product. The product is: [C:1]([C:3]1[C:4]([O:39][CH3:40])=[C:5]([CH2:13][N:14]([CH3:38])[C:15](=[O:37])[CH:16]([C:17]2[CH:18]=[CH:19][C:20]([F:23])=[CH:21][CH:22]=2)[NH:24][CH:31]2[CH2:35][CH2:34][N:33]([CH3:36])[CH2:32]2)[C:6]2[C:11]([CH:12]=1)=[CH:10][CH:9]=[CH:8][CH:7]=2)#[N:2]. (5) Given the reactants [F:1][C:2]1[CH:10]=[C:9]2[C:5]([CH:6]=[CH:7][NH:8]2)=[CH:4][CH:3]=1.[Cl:11][C:12]([Cl:17])([Cl:16])[C:13](Cl)=[O:14].N1C=CC=CC=1.O, predict the reaction product. The product is: [F:1][C:2]1[CH:10]=[C:9]2[C:5]([C:6]([C:13](=[O:14])[C:12]([Cl:17])([Cl:16])[Cl:11])=[CH:7][NH:8]2)=[CH:4][CH:3]=1. (6) Given the reactants [OH:1][C@@H:2]1[C@H:7]([NH:8][C:9](=[O:15])[O:10][C:11]([CH3:14])([CH3:13])[CH3:12])[CH:6]=[C:5]([C:16]2[CH:21]=[CH:20][N:19]=[CH:18][C:17]=2[N+:22]([O-:24])=[O:23])[CH2:4][C@@H:3]1[CH3:25].I[CH2:27][CH3:28], predict the reaction product. The product is: [CH2:27]([O:1][C@@H:2]1[C@H:7]([NH:8][C:9](=[O:15])[O:10][C:11]([CH3:12])([CH3:13])[CH3:14])[CH:6]=[C:5]([C:16]2[CH:21]=[CH:20][N:19]=[CH:18][C:17]=2[N+:22]([O-:24])=[O:23])[CH2:4][C@@H:3]1[CH3:25])[CH3:28]. (7) Given the reactants [N:1]1([CH:6]2[CH2:11][CH2:10][CH2:9][C:8](=O)[CH2:7]2)[CH:5]=[CH:4][N:3]=[CH:2]1.Cl.[NH2:14][OH:15], predict the reaction product. The product is: [N:1]1([CH:6]2[CH2:11][CH2:10][CH2:9][C:8](=[N:14][OH:15])[CH2:7]2)[CH:5]=[CH:4][N:3]=[CH:2]1. (8) The product is: [N:1]1[N:2]([C:6]2[N:11]=[C:10]([NH:12][C:13]([C:15]3[C:19]4[N:20]=[C:21]([NH:25][C@@H:26]5[CH2:31][CH2:30][O:29][CH2:28][C@@H:27]5[NH:32][C:33](=[O:39])[O:34][C:35]([CH3:37])([CH3:36])[CH3:38])[N:22]=[CH:23][C:18]=4[S:17][CH:16]=3)=[O:14])[CH:9]=[CH:8][CH:7]=2)[N:3]=[CH:4][CH:5]=1. Given the reactants [N:1]1[N:2]([C:6]2[N:11]=[C:10]([NH:12][C:13]([C:15]3[C:19]4[N:20]=[C:21](Cl)[N:22]=[CH:23][C:18]=4[S:17][CH:16]=3)=[O:14])[CH:9]=[CH:8][CH:7]=2)[N:3]=[CH:4][CH:5]=1.[NH2:25][C@@H:26]1[CH2:31][CH2:30][O:29][CH2:28][C@@H:27]1[NH:32][C:33](=[O:39])[O:34][C:35]([CH3:38])([CH3:37])[CH3:36].CCN(C(C)C)C(C)C, predict the reaction product. (9) Given the reactants [F:1][C:2]1[CH:7]=[CH:6][C:5]([C:8]([F:11])([F:10])[F:9])=[CH:4][C:3]=1[OH:12].O[CH:14]([C:38]1[CH:43]=[CH:42][CH:41]=[CH:40][CH:39]=1)[CH2:15][CH2:16][CH2:17][CH2:18][CH2:19][N:20]1[CH2:25][CH2:24][CH:23]([C:26]2[CH:27]=[C:28]([NH:32][C:33](=[O:37])[CH:34]([CH3:36])[CH3:35])[CH:29]=[CH:30][CH:31]=2)[CH2:22][CH2:21]1, predict the reaction product. The product is: [F:1][C:2]1[CH:7]=[CH:6][C:5]([C:8]([F:10])([F:11])[F:9])=[CH:4][C:3]=1[O:12][CH:14]([C:38]1[CH:39]=[CH:40][CH:41]=[CH:42][CH:43]=1)[CH2:15][CH2:16][CH2:17][CH2:18][CH2:19][N:20]1[CH2:25][CH2:24][CH:23]([C:26]2[CH:27]=[C:28]([NH:32][C:33](=[O:37])[CH:34]([CH3:36])[CH3:35])[CH:29]=[CH:30][CH:31]=2)[CH2:22][CH2:21]1. (10) Given the reactants [NH:1]1[C:5]2[CH:6]=[CH:7][S:8][C:4]=2[C:3]([C:9]2[NH:10][C:11]3[C:16]([CH:17]=2)=[CH:15][C:14]([C:18](=[O:21])[CH2:19][CH3:20])=[CH:13][CH:12]=3)=[N:2]1.[N:22]1([CH2:27][C:28]2[CH:33]=[CH:32][CH:31]=[CH:30][C:29]=2[Mg]Br)[CH2:26][CH2:25][CH2:24][CH2:23]1, predict the reaction product. The product is: [N:22]1([CH2:27][C:28]2[CH:33]=[CH:32][CH:31]=[CH:30][C:29]=2[C:18]([C:14]2[CH:15]=[C:16]3[C:11](=[CH:12][CH:13]=2)[NH:10][C:9]([C:3]2[C:4]4[S:8][CH:7]=[CH:6][C:5]=4[NH:1][N:2]=2)=[CH:17]3)([OH:21])[CH2:19][CH3:20])[CH2:26][CH2:25][CH2:24][CH2:23]1.